Dataset: Forward reaction prediction with 1.9M reactions from USPTO patents (1976-2016). Task: Predict the product of the given reaction. (1) Given the reactants Br[C:2]1[C:3]([F:15])=[C:4]([CH:11]=[CH:12][C:13]=1[F:14])[C:5]([NH:7][CH:8]([CH3:10])[CH3:9])=[O:6].[CH3:16][C:17]1([CH3:33])[C:21]([CH3:23])([CH3:22])[O:20][B:19]([B:19]2[O:20][C:21]([CH3:23])([CH3:22])[C:17]([CH3:33])([CH3:16])[O:18]2)[O:18]1.C1(P(C2CCCCC2)C2CCCCC2)CCCCC1.C([O-])(=O)C.[K+], predict the reaction product. The product is: [F:15][C:3]1[C:2]([B:19]2[O:20][C:21]([CH3:23])([CH3:22])[C:17]([CH3:33])([CH3:16])[O:18]2)=[C:13]([F:14])[CH:12]=[CH:11][C:4]=1[C:5]([NH:7][CH:8]([CH3:10])[CH3:9])=[O:6]. (2) Given the reactants [NH2:1][C@H:2]([CH2:6][C:7]1[O:8][CH:9]=[CH:10][CH:11]=1)[C:3]([OH:5])=O.Cl[C:13]1[N:18]=[C:17]([CH3:19])[C:16]([N+:20]([O-:22])=[O:21])=[CH:15][CH:14]=1.CCN(C(C)C)C(C)C, predict the reaction product. The product is: [O:8]1[CH:9]=[CH:10][CH:11]=[C:7]1[CH2:6][C@@H:2]([NH:1][C:13]1[CH:14]=[CH:15][C:16]([N+:20]([O-:22])=[O:21])=[C:17]([CH3:19])[N:18]=1)[CH2:3][OH:5]. (3) Given the reactants [NH:1]1[CH:5]=[C:4]([C:6]([O:8][CH2:9][CH3:10])=[O:7])[CH:3]=[N:2]1.C(N(CC)CC)C.[C:18](O[C:18]([O:20][C:21]([CH3:24])([CH3:23])[CH3:22])=[O:19])([O:20][C:21]([CH3:24])([CH3:23])[CH3:22])=[O:19], predict the reaction product. The product is: [C:21]([O:20][C:18]([N:1]1[CH:5]=[C:4]([C:6]([O:8][CH2:9][CH3:10])=[O:7])[CH:3]=[N:2]1)=[O:19])([CH3:24])([CH3:23])[CH3:22]. (4) Given the reactants [C:1]([O:5][C:6](=[O:20])[C@@H:7]([NH:12][C:13]([O:15][C:16]([CH3:19])([CH3:18])[CH3:17])=[O:14])[CH2:8][CH2:9][CH2:10][NH2:11])([CH3:4])([CH3:3])[CH3:2].[N:21]1[C:30]2[C:29](=O)[CH2:28][CH2:27][CH2:26][C:25]=2[CH:24]=[CH:23][CH:22]=1.[BH4-].[Na+], predict the reaction product. The product is: [C:1]([O:5][C:6](=[O:20])[C@@H:7]([NH:12][C:13]([O:15][C:16]([CH3:19])([CH3:18])[CH3:17])=[O:14])[CH2:8][CH2:9][CH2:10][NH:11][CH:29]1[C:30]2[N:21]=[CH:22][CH:23]=[CH:24][C:25]=2[CH2:26][CH2:27][CH2:28]1)([CH3:4])([CH3:3])[CH3:2]. (5) Given the reactants [Cl:1][C:2]1[CH:7]=[CH:6][C:5]([CH:8]2[N:12]([C:13]3[CH:18]=[C:17]([CH3:19])[C:16](=[O:20])[N:15]([CH3:21])[CH:14]=3)[C:11](=[O:22])[CH:10]([C:23]([CH:25]3[CH2:27][CH2:26]3)=O)[C:9]2=O)=[CH:4][CH:3]=1.[NH:29]([C:31]1[N:35]([CH3:36])[N:34]=[CH:33][CH:32]=1)[NH2:30], predict the reaction product. The product is: [Cl:1][C:2]1[CH:3]=[CH:4][C:5]([CH:8]2[C:9]3[N:29]([C:31]4[N:35]([CH3:36])[N:34]=[CH:33][CH:32]=4)[N:30]=[C:23]([CH:25]4[CH2:27][CH2:26]4)[C:10]=3[C:11](=[O:22])[N:12]2[C:13]2[CH:18]=[C:17]([CH3:19])[C:16](=[O:20])[N:15]([CH3:21])[CH:14]=2)=[CH:6][CH:7]=1. (6) The product is: [CH:5]1([N:19]=[C:17]2[N:15]([CH3:14])[N:16]=[C:9]([C:8]3[CH:12]=[CH:13][C:5]([S:2]([CH3:1])(=[O:4])=[O:3])=[CH:6][CH:7]=3)[S:18]2)[CH2:13][CH2:12][CH2:8][CH2:7][CH2:6]1. Given the reactants [CH3:1][S:2]([C:5]1[CH:13]=[CH:12][C:8]([C:9](O)=O)=[CH:7][CH:6]=1)(=[O:4])=[O:3].[CH3:14][N:15]([C:17]([NH2:19])=[S:18])[NH2:16].O=P(Cl)(Cl)Cl.C([O-])(O)=O.[Na+], predict the reaction product. (7) Given the reactants [Cl:1][C:2]1[CH:7]=[CH:6][C:5]([C:8]2[N:12]([CH:13]([CH:16]3[CH2:21][CH2:20][CH2:19][CH2:18][CH2:17]3)[CH2:14][OH:15])[C:11]3[CH:22]=[C:23]([F:27])[C:24]([F:26])=[CH:25][C:10]=3[N:9]=2)=[CH:4][CH:3]=1.[CH2:28]([O:30][C:31](=[O:43])[C:32]([O:35][C:36]1[CH:41]=[CH:40][CH:39]=[C:38](O)[CH:37]=1)([CH3:34])[CH3:33])[CH3:29].C(P(CCCC)CCCC)CCC.CN(C)C(N=NC(N(C)C)=O)=O, predict the reaction product. The product is: [CH2:28]([O:30][C:31](=[O:43])[C:32]([O:35][C:36]1[CH:41]=[CH:40][CH:39]=[C:38]([O:15][CH2:14][CH:13]([N:12]2[C:11]3[CH:22]=[C:23]([F:27])[C:24]([F:26])=[CH:25][C:10]=3[N:9]=[C:8]2[C:5]2[CH:6]=[CH:7][C:2]([Cl:1])=[CH:3][CH:4]=2)[CH:16]2[CH2:17][CH2:18][CH2:19][CH2:20][CH2:21]2)[CH:37]=1)([CH3:34])[CH3:33])[CH3:29].